This data is from Reaction yield outcomes from USPTO patents with 853,638 reactions. The task is: Predict the reaction yield, written as a fraction of the theoretical maximum amount of product (1.0 means a 100% yield; for example, 0.34 means a 34% yield). (1) The reactants are Cl.[CH3:2][O:3][C:4](=[O:10])[C@H:5]([NH2:9])[CH:6]([CH3:8])[CH3:7].[Cl:11][C:12]1[CH:19]=[CH:18][C:15]([CH:16]=O)=[CH:14][CH:13]=1.C(N(CC)CC)C.[BH4-].[Na+]. The catalyst is C(Cl)Cl.[O-]S([O-])(=O)=O.[Mg+2].CO. The product is [CH3:2][O:3][C:4](=[O:10])[C@H:5]([NH:9][CH2:16][C:15]1[CH:18]=[CH:19][C:12]([Cl:11])=[CH:13][CH:14]=1)[CH:6]([CH3:8])[CH3:7]. The yield is 0.970. (2) The reactants are [F:1][C:2]1[CH:7]=[C:6]([N:8]2[CH2:13][CH2:12][O:11][CH2:10][CH2:9]2)[C:5]([F:14])=[CH:4][C:3]=1[N:15]1[CH:20]=[C:19]([O:21][CH3:22])[C:18](=[O:23])[C:17]([C:24](O)=[O:25])=[N:16]1.Cl.[CH3:28][NH:29][O:30][CH3:31].C1C=CC2N(O)N=NC=2C=1.C(N(CC)CC)C.CCN=C=NCCCN(C)C. The catalyst is CN(C=O)C.CCOC(C)=O. The product is [F:1][C:2]1[CH:7]=[C:6]([N:8]2[CH2:9][CH2:10][O:11][CH2:12][CH2:13]2)[C:5]([F:14])=[CH:4][C:3]=1[N:15]1[CH:20]=[C:19]([O:21][CH3:22])[C:18](=[O:23])[C:17]([C:24]([N:29]([O:30][CH3:31])[CH3:28])=[O:25])=[N:16]1. The yield is 0.580. (3) The product is [CH:1]1([CH:6]([N:16]2[CH:20]=[C:19]([C:21]3[C:22]4[CH:29]=[CH:28][N:27]([CH2:30][O:31][CH2:32][CH2:33][Si:34]([CH3:37])([CH3:36])[CH3:35])[C:23]=4[N:24]=[CH:25][N:26]=3)[CH:18]=[N:17]2)[CH2:7][C:8]#[N:9])[CH2:5][CH2:4][CH2:3][CH2:2]1. The yield is 0.978. The reactants are [CH:1]1([CH:6]=[CH:7][C:8]#[N:9])[CH2:5][CH2:4][CH2:3][CH2:2]1.C(=O)([O-])[O-].[Cs+].[Cs+].[NH:16]1[CH:20]=[C:19]([C:21]2[C:22]3[CH:29]=[CH:28][N:27]([CH2:30][O:31][CH2:32][CH2:33][Si:34]([CH3:37])([CH3:36])[CH3:35])[C:23]=3[N:24]=[CH:25][N:26]=2)[CH:18]=[N:17]1. The catalyst is C(#N)C. (4) No catalyst specified. The product is [Cl:20][C:5]1[C:6]([NH:9][C@@H:10]2[C@@H:15]3[CH2:16][C@@H:12]([CH:13]=[CH:14]3)[C@@H:11]2[C:17]([NH2:19])=[O:18])=[C:7]2[N:8]=[C:24]([C:23]3[CH:26]=[CH:27][CH:28]=[CH:29][C:22]=3[Cl:21])[NH:1][C:2]2=[N:3][CH:4]=1. The reactants are [NH2:1][C:2]1[C:7]([NH2:8])=[C:6]([NH:9][C@@H:10]2[C@@H:15]3[CH2:16][C@@H:12]([CH:13]=[CH:14]3)[C@@H:11]2[C:17]([NH2:19])=[O:18])[C:5]([Cl:20])=[CH:4][N:3]=1.[Cl:21][C:22]1[CH:29]=[CH:28][CH:27]=[CH:26][C:23]=1[CH:24]=O.C([O-])(=O)C.[NH4+]. The yield is 0.230. (5) The reactants are O1CCCCC1[N:7]1[C:15]2[C:10](=[CH:11][C:12]([C:16]3[N:20]=[CH:19][N:18](C(C4C=CC=CC=4)(C4C=CC=CC=4)C4C=CC=CC=4)[N:17]=3)=[CH:13][CH:14]=2)[C:9]([C:40]2[CH:41]=[C:42]([NH:46][C:47](=[O:56])[CH2:48][CH2:49]C3C=CC=CC=3)[CH:43]=[CH:44][CH:45]=2)=[N:8]1. The catalyst is Cl.O1CCOCC1. The product is [NH:18]1[CH:19]=[N:20][C:16]([C:12]2[CH:11]=[C:10]3[C:15](=[CH:14][CH:13]=2)[NH:7][N:8]=[C:9]3[C:40]2[CH:41]=[C:42]([NH:46][C:47](=[O:56])[CH2:48][CH3:49])[CH:43]=[CH:44][CH:45]=2)=[N:17]1. The yield is 0.480. (6) The reactants are C(S([C:8]1[C:13](S(C(C)(C)C)(=O)=O)=[C:12]2[CH2:21][C:9]=1[CH2:10][CH2:11]2)(=O)=O)(C)(C)C.[C:22]1([Li])[CH:27]=[CH:26][CH:25]=[CH:24][CH:23]=1.CO. The catalyst is O1CCCC1. The product is [C:22]1([C:13]2[C:8]([C:8]3[CH:13]=[CH:12][CH:11]=[CH:10][CH:9]=3)=[C:9]3[CH2:21][C:12]=2[CH2:11][CH2:10]3)[CH:27]=[CH:26][CH:25]=[CH:24][CH:23]=1. The yield is 0.270. (7) The reactants are [Cl:1][C:2]1[CH:7]=[C:6]([F:8])[C:5]([CH2:9][C:10]#[N:11])=[C:4]([F:12])[CH:3]=1.[F:13][C:14]1[C:21]([Cl:22])=[CH:20][CH:19]=[CH:18][C:15]=1[CH:16]=O.C[O-].[Na+]. The catalyst is CO. The product is [Cl:1][C:2]1[CH:3]=[C:4]([F:12])[C:5](/[C:9](=[CH:16]/[C:15]2[CH:18]=[CH:19][CH:20]=[C:21]([Cl:22])[C:14]=2[F:13])/[C:10]#[N:11])=[C:6]([F:8])[CH:7]=1. The yield is 0.750. (8) The reactants are [CH:1]1([CH2:4][O:5][C:6]2[N:11]=[C:10]([C:12]([OH:14])=O)[CH:9]=[CH:8][C:7]=2[N:15]2[CH2:18][C:17]([F:20])([F:19])[CH2:16]2)[CH2:3][CH2:2]1.Cl.[CH2:22]1[C:24]2([CH2:28][CH:27]([C:29]([NH2:31])=[O:30])[NH:26][CH2:25]2)[CH2:23]1. No catalyst specified. The product is [CH:1]1([CH2:4][O:5][C:6]2[N:11]=[C:10]([C:12]([N:26]3[C@H:27]([C:29]([NH2:31])=[O:30])[CH2:28][C:24]4([CH2:22][CH2:23]4)[CH2:25]3)=[O:14])[CH:9]=[CH:8][C:7]=2[N:15]2[CH2:18][C:17]([F:20])([F:19])[CH2:16]2)[CH2:2][CH2:3]1. The yield is 0.170. (9) The reactants are [F:1][C:2]1[CH:7]=[CH:6][CH:5]=[CH:4][C:3]=1[C:8]1[C:13]([CH:14]=O)=[C:12]([NH:16][C:17]2[CH:22]=[CH:21][CH:20]=[CH:19][C:18]=2[F:23])[N:11]=[C:10]([S:24][CH3:25])[N:9]=1.[CH3:26][C:27](OC(C)=O)=[O:28]. The catalyst is N1C=CC=CC=1. The product is [F:1][C:2]1[CH:7]=[CH:6][CH:5]=[CH:4][C:3]=1[C:8]1[C:13]2[CH:14]=[CH:26][C:27](=[O:28])[N:16]([C:17]3[CH:22]=[CH:21][CH:20]=[CH:19][C:18]=3[F:23])[C:12]=2[N:11]=[C:10]([S:24][CH3:25])[N:9]=1. The yield is 0.760.